This data is from Catalyst prediction with 721,799 reactions and 888 catalyst types from USPTO. The task is: Predict which catalyst facilitates the given reaction. (1) Reactant: [CH:1]([N:4]([C:20](=[O:39])/[CH:21]=[CH:22]/[C:23]1[C:31]2[C:26](=[CH:27][CH:28]=[CH:29][CH:30]=2)[N:25]([C:32]([O:34][C:35]([CH3:38])([CH3:37])[CH3:36])=[O:33])[CH:24]=1)[NH:5][C:6](=[O:19])[C:7]1[CH:12]=[CH:11][CH:10]=[C:9]([O:13][CH2:14][C:15]([O:17]C)=[O:16])[CH:8]=1)([CH3:3])[CH3:2].[OH-].[Li+]. Product: [C:35]([O:34][C:32]([N:25]1[C:26]2[C:31](=[CH:30][CH:29]=[CH:28][CH:27]=2)[C:23](/[CH:22]=[CH:21]/[C:20]([N:4]([CH:1]([CH3:3])[CH3:2])[NH:5][C:6]([C:7]2[CH:8]=[C:9]([CH:10]=[CH:11][CH:12]=2)[O:13][CH2:14][C:15]([OH:17])=[O:16])=[O:19])=[O:39])=[CH:24]1)=[O:33])([CH3:37])([CH3:38])[CH3:36]. The catalyst class is: 20. (2) Reactant: [Cl:1][C:2]1[C:3]2[CH:10]=[CH:9][NH:8][C:4]=2[N:5]=[CH:6][N:7]=1.[H-].[Na+].[C:13]([O:19][CH2:20]Cl)(=[O:18])[C:14]([CH3:17])([CH3:16])[CH3:15].[Cl-].[NH4+]. Product: [C:13]([O:19][CH2:20][N:8]1[C:4]2[N:5]=[CH:6][N:7]=[C:2]([Cl:1])[C:3]=2[CH:10]=[CH:9]1)(=[O:18])[C:14]([CH3:17])([CH3:16])[CH3:15]. The catalyst class is: 7. (3) Reactant: Br[C:2]1[CH:7]=[C:6]([CH2:8][CH3:9])[CH:5]=[C:4]([Br:10])[CH:3]=1.[Li]C(C)(C)C.[CH:16]([S:19][S:19][CH:16]([CH3:18])[CH3:17])([CH3:18])[CH3:17]. Product: [Br:10][C:4]1[CH:3]=[C:2]([S:19][CH:16]([CH3:18])[CH3:17])[CH:7]=[C:6]([CH2:8][CH3:9])[CH:5]=1. The catalyst class is: 1. (4) Reactant: [ClH:1].[CH3:2][N:3](C)CCCN=C=NCC.O.O[N:15]1[C:19]2[CH:20]=[CH:21][CH:22]=[CH:23][C:18]=2N=N1.[CH3:24][C:25]1[NH:26][C:27]([C:33]2C=CC=CC=2)=C(C(O)=O)N=1.C(N(CC)CC)C. Product: [ClH:1].[ClH:1].[N:15]1([C:19]2[CH:18]=[C:23]([CH:22]=[CH:21][CH:20]=2)[C:2]#[N:3])[CH2:33][CH2:27][NH:26][CH2:25][CH2:24]1. The catalyst class is: 4.